Task: Predict the reaction yield, written as a fraction of the theoretical maximum amount of product (1.0 means a 100% yield; for example, 0.34 means a 34% yield).. Dataset: Reaction yield outcomes from USPTO patents with 853,638 reactions (1) The reactants are [CH:1]([C:3]1[C:13]2[O:12][CH2:11][CH2:10][N:9]([C:14]([O:16][C:17]([CH3:20])([CH3:19])[CH3:18])=[O:15])[CH2:8][C:7]=2[CH:6]=[CH:5][CH:4]=1)=[CH2:2]. The catalyst is [Pd].CO. The product is [CH2:1]([C:3]1[C:13]2[O:12][CH2:11][CH2:10][N:9]([C:14]([O:16][C:17]([CH3:18])([CH3:20])[CH3:19])=[O:15])[CH2:8][C:7]=2[CH:6]=[CH:5][CH:4]=1)[CH3:2]. The yield is 0.739. (2) The reactants are [OH:1][C:2]1[CH:3]=[C:4]2[C:9](=[CH:10][CH:11]=1)[C:8](=[O:12])[N:7]([C:13]1[CH:14]=[C:15]([CH:18]=[CH:19][CH:20]=1)[C:16]#[N:17])[CH:6]=[C:5]2[C:21]1[CH:26]=[C:25]([F:27])[C:24]([F:28])=[C:23]([F:29])[CH:22]=1.C(=N[OH:33])C. The catalyst is C1(C)C=CC=CC=1.C1C=CC(P(C2C=CC=CC=2)C2C=CC=CC=2)=CC=1.C1C=CC(P(C2C=CC=CC=2)C2C=CC=CC=2)=CC=1.C1C=CC(P(C2C=CC=CC=2)C2C=CC=CC=2)=CC=1.[Cl-].[Rh]. The product is [OH:1][C:2]1[CH:3]=[C:4]2[C:9](=[CH:10][CH:11]=1)[C:8](=[O:12])[N:7]([C:13]1[CH:14]=[C:15]([CH:18]=[CH:19][CH:20]=1)[C:16]([NH2:17])=[O:33])[CH:6]=[C:5]2[C:21]1[CH:22]=[C:23]([F:29])[C:24]([F:28])=[C:25]([F:27])[CH:26]=1. The yield is 0.670. (3) The reactants are [CH2:1]([N:8]1[CH2:13][CH2:12][N:11]([C@@H:14]([CH2:19][NH:20]C(OC(C)(C)C)=O)[C:15]([O:17][CH3:18])=[O:16])[CH2:10][CH2:9]1)[C:2]1[CH:7]=[CH:6][CH:5]=[CH:4][CH:3]=1.[ClH:28]. The catalyst is CO. The product is [ClH:28].[ClH:28].[ClH:28].[NH2:20][CH2:19][C@H:14]([N:11]1[CH2:10][CH2:9][N:8]([CH2:1][C:2]2[CH:3]=[CH:4][CH:5]=[CH:6][CH:7]=2)[CH2:13][CH2:12]1)[C:15]([O:17][CH3:18])=[O:16]. The yield is 1.00. (4) The reactants are [OH:1][C:2]1[CH:3]=[C:4]2[C:8](=[CH:9][CH:10]=1)[NH:7][C:6](=[O:11])[C:5]2=O.[CH:13]1[C:18]([NH:19][NH2:20])=[CH:17][CH:16]=[C:15]([S:21]([NH2:24])(=[O:23])=[O:22])[CH:14]=1.Cl. No catalyst specified. The product is [OH:1][C:2]1[CH:3]=[C:4]2[C:8](=[CH:9][CH:10]=1)[NH:7][C:6](=[O:11])[C:5]2=[N:20][NH:19][C:18]1[CH:17]=[CH:16][C:15]([S:21]([NH2:24])(=[O:22])=[O:23])=[CH:14][CH:13]=1. The yield is 0.300. (5) The reactants are Cl[C:2]([C@:4]12[CH2:39][CH2:38][C@@H:37]([C:40]([CH2:42][O:43][CH2:44][CH2:45][N:46]3[CH2:51][CH2:50][O:49][CH2:48][CH2:47]3)=[CH2:41])[C@@H:5]1[C@@H:6]1[C@@:19]([CH3:22])([CH2:20][CH2:21]2)[C@@:18]2([CH3:23])[C@@H:9]([C@:10]3([CH3:36])[C@@H:15]([CH2:16][CH2:17]2)[C:14]([CH3:25])([CH3:24])[C:13]([C:26]2[CH:35]=[CH:34][C:29]([C:30]([O:32][CH3:33])=[O:31])=[CH:28][CH:27]=2)=[CH:12][CH2:11]3)[CH2:8][CH2:7]1)=[O:3].C(OC(=O)CCNC([C@]12CC[C@@H](C(COCCN3CCOCC3)=C)[C@@H]1[C@@H]1[C@@](C)(CC2)[C@@]2(C)[C@@H]([C@]3(C)[C@@H](CC2)C(C)(C)C(C2C=CC(C(OC)=O)=CC=2)=CC3)CC1)=O)C.[NH2:110][CH2:111][CH2:112][CH2:113][N:114]1[CH2:118][CH2:117][CH2:116][C:115]1=[O:119].C(N(C(C)C)CC)(C)C. The yield is 0.990. The catalyst is ClCCCl. The product is [CH3:22][C@:19]12[C@@:18]3([CH3:23])[C@@H:9]([C@:10]4([CH3:36])[C@@H:15]([CH2:16][CH2:17]3)[C:14]([CH3:25])([CH3:24])[C:13]([C:26]3[CH:27]=[CH:28][C:29]([C:30]([O:32][CH3:33])=[O:31])=[CH:34][CH:35]=3)=[CH:12][CH2:11]4)[CH2:8][CH2:7][C@@H:6]1[C@H:5]1[C@H:37]([C:40]([CH2:42][O:43][CH2:44][CH2:45][N:46]3[CH2:47][CH2:48][O:49][CH2:50][CH2:51]3)=[CH2:41])[CH2:38][CH2:39][C@:4]1([C:2](=[O:3])[NH:110][CH2:111][CH2:112][CH2:113][N:114]1[CH2:118][CH2:117][CH2:116][C:115]1=[O:119])[CH2:21][CH2:20]2. (6) The reactants are Cl[C:2]1[C:11]2[C:6](=[CH:7][C:8]([O:14][CH2:15][CH2:16][CH2:17][N:18]3[CH2:23][CH2:22][N:21]([CH3:24])[CH2:20][C:19]3=[O:25])=[C:9]([O:12][CH3:13])[CH:10]=2)[N:5]=[CH:4][N:3]=1.[Cl:26][C:27]1[CH:35]=[C:34]([C:36]#[C:37][CH2:38][CH2:39][O:40][CH3:41])[C:30]2[O:31][CH2:32][O:33][C:29]=2[C:28]=1[NH2:42].C[Si]([N-][Si](C)(C)C)(C)C.[Na+]. The catalyst is CN(C=O)C. The product is [Cl:26][C:27]1[CH:35]=[C:34]([C:36]#[C:37][CH2:38][CH2:39][O:40][CH3:41])[C:30]2[O:31][CH2:32][O:33][C:29]=2[C:28]=1[NH:42][C:2]1[C:11]2[C:6](=[CH:7][C:8]([O:14][CH2:15][CH2:16][CH2:17][N:18]3[CH2:23][CH2:22][N:21]([CH3:24])[CH2:20][C:19]3=[O:25])=[C:9]([O:12][CH3:13])[CH:10]=2)[N:5]=[CH:4][N:3]=1. The yield is 0.670. (7) The reactants are [CH3:1][C:2]1[C:6]2[C:7](=[O:19])[N:8]([CH2:11][CH2:12][N:13]3[CH2:18][CH2:17][O:16][CH2:15][CH2:14]3)[CH2:9][CH2:10][C:5]=2[NH:4][C:3]=1[CH:20]=O.[F:22][C:23]1[CH:24]=[C:25]2[C:29](=[CH:30][C:31]=1[NH:32][C:33](=[O:37])[CH2:34][O:35][CH3:36])[NH:28][C:27](=[O:38])[CH2:26]2. No catalyst specified. The product is [F:22][C:23]1[CH:24]=[C:25]2[C:29](=[CH:30][C:31]=1[NH:32][C:33](=[O:37])[CH2:34][O:35][CH3:36])[NH:28][C:27](=[O:38])[C:26]2=[CH:20][C:3]1[NH:4][C:5]2[CH2:10][CH2:9][N:8]([CH2:11][CH2:12][N:13]3[CH2:14][CH2:15][O:16][CH2:17][CH2:18]3)[C:7](=[O:19])[C:6]=2[C:2]=1[CH3:1]. The yield is 0.844. (8) The reactants are [CH2:1]([O:3][C:4](=[O:13])[C:5]1[CH:10]=[CH:9][C:8](N)=[C:7](N)[CH:6]=1)C.[B:14]1(B2OC(C)(C)C(C)(C)O2)[O:18]C(C)(C)C(C)(C)[O:15]1.C([O-])(=O)C.[K+]. The catalyst is O1CCOCC1.C(OCC)(=O)C.C1C=CC([P]([Pd]([P](C2C=CC=CC=2)(C2C=CC=CC=2)C2C=CC=CC=2)([P](C2C=CC=CC=2)(C2C=CC=CC=2)C2C=CC=CC=2)[P](C2C=CC=CC=2)(C2C=CC=CC=2)C2C=CC=CC=2)(C2C=CC=CC=2)C2C=CC=CC=2)=CC=1. The product is [CH3:1][O:3][C:4]([C:5]1[CH:10]=[CH:9][C:8]([B:14]([OH:18])[OH:15])=[CH:7][CH:6]=1)=[O:13]. The yield is 0.790. (9) The reactants are [CH2:1]([C@H:8]([NH:30][C:31](=[O:50])[C@H:32]([CH:47]([CH3:49])[CH3:48])[NH:33][C:34]([N:36]([CH2:38][C:39]1[N:40]=[C:41]([CH:44]([CH3:46])[CH3:45])[S:42][CH:43]=1)[CH3:37])=[O:35])[CH2:9][C@H:10]([OH:29])[C@@H:11]([NH:19][C:20]([O:22][CH2:23][C:24]1[S:28][CH:27]=[N:26][CH:25]=1)=[O:21])[CH2:12][C:13]1[CH:18]=[CH:17][CH:16]=[CH:15][CH:14]=1)[C:2]1[CH:7]=[CH:6][CH:5]=[CH:4][CH:3]=1.[C:51]([O:55][P:56]([O:63][CH2:64][C:65]([CH3:71])([CH3:70])[CH2:66][C:67](O)=[O:68])([O:58][C:59]([CH3:62])([CH3:61])[CH3:60])=[O:57])([CH3:54])([CH3:53])[CH3:52].CCN=C=NCCCN(C)C. The catalyst is CN(C)C1C=CN=CC=1.CN(C=O)C. The product is [C:51]([O:55][P:56]([O:63][CH2:64][C:65]([CH3:71])([CH3:70])[CH2:66][C:67]([O:29][C@H:10]([C@@H:11]([NH:19][C:20]([O:22][CH2:23][C:24]1[S:28][CH:27]=[N:26][CH:25]=1)=[O:21])[CH2:12][C:13]1[CH:18]=[CH:17][CH:16]=[CH:15][CH:14]=1)[CH2:9][C@@H:8]([NH:30][C:31](=[O:50])[C@H:32]([CH:47]([CH3:49])[CH3:48])[NH:33][C:34]([N:36]([CH2:38][C:39]1[N:40]=[C:41]([CH:44]([CH3:45])[CH3:46])[S:42][CH:43]=1)[CH3:37])=[O:35])[CH2:1][C:2]1[CH:3]=[CH:4][CH:5]=[CH:6][CH:7]=1)=[O:68])([O:58][C:59]([CH3:60])([CH3:61])[CH3:62])=[O:57])([CH3:54])([CH3:53])[CH3:52]. The yield is 0.810.